This data is from Catalyst prediction with 721,799 reactions and 888 catalyst types from USPTO. The task is: Predict which catalyst facilitates the given reaction. (1) Reactant: [CH2:1]([C:3]1[CH:7]=[C:6]([NH:8][C:9](=[O:17])OC2C=CC=CC=2)[N:5]([C:18]2[CH:23]=[CH:22][CH:21]=[CH:20][CH:19]=2)[N:4]=1)[CH3:2].[CH3:24][O:25][C:26]1[CH:27]=[C:28]2[C:33](=[CH:34][C:35]=1[O:36][CH3:37])[N:32]=[CH:31][N:30]=[C:29]2[S:38][C:39]1[CH:40]=[C:41]([CH:43]=[CH:44][CH:45]=1)[NH2:42]. Product: [CH3:24][O:25][C:26]1[CH:27]=[C:28]2[C:33](=[CH:34][C:35]=1[O:36][CH3:37])[N:32]=[CH:31][N:30]=[C:29]2[S:38][C:39]1[CH:40]=[C:41]([NH:42][C:9]([NH:8][C:6]2[N:5]([C:18]3[CH:19]=[CH:20][CH:21]=[CH:22][CH:23]=3)[N:4]=[C:3]([CH2:1][CH3:2])[CH:7]=2)=[O:17])[CH:43]=[CH:44][CH:45]=1. The catalyst class is: 148. (2) Reactant: Cl[C:2]1[CH:3]=[CH:4][C:5]([N+:10]([O-:12])=[O:11])=[C:6]([O:8][CH3:9])[CH:7]=1.P([O-])(OCC)[O:14]CC.CC1(C)C2C(=C(P(C3C=CC=CC=3)C3C=CC=CC=3)C=CC=2)OC2[C:25]([P:29]([C:36]3C=CC=CC=3)C3C=CC=CC=3)=CC=CC1=2.P([O-])([O-])([O-])=O.[K+].[K+].[K+]. Product: [CH3:9][O:8][C:6]1[CH:7]=[C:2]([P:29](=[O:14])([CH3:36])[CH3:25])[CH:3]=[CH:4][C:5]=1[N+:10]([O-:12])=[O:11]. The catalyst class is: 274. (3) Reactant: Br[C:2]1[CH:7]=[C:6]([F:8])[CH:5]=[CH:4][C:3]=1[O:9][CH3:10].C([Li])CCC.[CH3:16][C:17]([CH3:19])=[O:18]. Product: [F:8][C:6]1[CH:5]=[CH:4][C:3]([O:9][CH3:10])=[C:2]([C:17]([OH:18])([CH3:19])[CH3:16])[CH:7]=1. The catalyst class is: 1. (4) Reactant: C([N:8]1[CH2:13][CH2:12][C:11]2([CH2:22][C:21]3[C:16](=[CH:17][CH:18]=[CH:19][CH:20]=3)[O:15][CH2:14]2)[CH2:10][CH2:9]1)C1C=CC=CC=1.C(O)(=O)C. Product: [NH:8]1[CH2:13][CH2:12][C:11]2([CH2:22][C:21]3[C:16](=[CH:17][CH:18]=[CH:19][CH:20]=3)[O:15][CH2:14]2)[CH2:10][CH2:9]1. The catalyst class is: 19. (5) Reactant: CCN(C(C)C)C(C)C.[CH3:10][O:11][C:12]1[CH:13]=[CH:14][CH:15]=[C:16]2[C:21]=1[O:20][C:19](=[O:22])[C:18]([C:23]([OH:25])=O)=[CH:17]2.CN(C(ON1N=NC2C=CC=NC1=2)=[N+](C)C)C.F[P-](F)(F)(F)(F)F.[NH:50]1[C:58]2[C:53](=[CH:54][C:55]([C:59]3[CH:60]=[C:61]([NH2:65])[CH:62]=[CH:63][CH:64]=3)=[CH:56][CH:57]=2)[CH:52]=[CH:51]1. Product: [NH:50]1[C:58]2[C:53](=[CH:54][C:55]([C:59]3[CH:60]=[C:61]([NH:65][C:23]([C:18]4[C:19](=[O:22])[O:20][C:21]5[C:16]([CH:17]=4)=[CH:15][CH:14]=[CH:13][C:12]=5[O:11][CH3:10])=[O:25])[CH:62]=[CH:63][CH:64]=3)=[CH:56][CH:57]=2)[CH:52]=[CH:51]1. The catalyst class is: 3. (6) Reactant: [N:1]([C@H:4]1[CH2:8][N:7]([CH2:9][C:10]2[CH:15]=[CH:14][CH:13]=[CH:12][CH:11]=2)[CH2:6][C@@H:5]1[NH:16][C:17](=[O:25])[CH2:18][CH2:19][C:20]([F:24])([F:23])[CH2:21]Br)=[N+:2]=[N-:3].[H-].[Na+]. Product: [N:1]([C@H:4]1[CH2:8][N:7]([CH2:9][C:10]2[CH:15]=[CH:14][CH:13]=[CH:12][CH:11]=2)[CH2:6][C@@H:5]1[N:16]1[CH2:21][C:20]([F:24])([F:23])[CH2:19][CH2:18][C:17]1=[O:25])=[N+:2]=[N-:3]. The catalyst class is: 9. (7) Reactant: [C:1]([C:3]1[CH:4]=[C:5]([CH:10]=[CH:11][CH:12]=1)[C:6]([O:8][CH3:9])=[O:7])#[CH:2].C(N(CC)CC)C.Cl[C:21]1[C:26]([C:27]([F:30])([F:29])[F:28])=[CH:25][N:24]=[C:23]([NH:31][C:32]2[CH:37]=[CH:36][C:35]([N:38]3[CH2:43][CH2:42][N:41]([C:44]([O:46][C:47]([CH3:50])([CH3:49])[CH3:48])=[O:45])[CH2:40][CH2:39]3)=[CH:34][CH:33]=2)[N:22]=1.C1(P(C2C=CC=CC=2)C2C=CC=CC=2)C=CC=CC=1. Product: [CH3:9][O:8][C:6]([C:5]1[CH:4]=[C:3]([C:1]#[C:2][C:25]2[C:26]([C:27]([F:29])([F:28])[F:30])=[CH:21][N:22]=[C:23]([NH:31][C:32]3[CH:33]=[CH:34][C:35]([N:38]4[CH2:39][CH2:40][N:41]([C:44]([O:46][C:47]([CH3:50])([CH3:49])[CH3:48])=[O:45])[CH2:42][CH2:43]4)=[CH:36][CH:37]=3)[N:24]=2)[CH:12]=[CH:11][CH:10]=1)=[O:7]. The catalyst class is: 3.